Dataset: Peptide-MHC class II binding affinity with 134,281 pairs from IEDB. Task: Regression. Given a peptide amino acid sequence and an MHC pseudo amino acid sequence, predict their binding affinity value. This is MHC class II binding data. The peptide sequence is GELQIVDKIDAAMKI. The MHC is DRB5_0101 with pseudo-sequence DRB5_0101. The binding affinity (normalized) is 0.648.